Dataset: Reaction yield outcomes from USPTO patents with 853,638 reactions. Task: Predict the reaction yield, written as a fraction of the theoretical maximum amount of product (1.0 means a 100% yield; for example, 0.34 means a 34% yield). (1) The reactants are FC(F)(F)S(O[C:7]1[C:8]2[CH:39]=[C:38]([CH2:40][CH3:41])[S:37][C:9]=2[N:10]([CH2:22][C:23]2[CH:28]=[CH:27][C:26]([C:29]3[CH:34]=[CH:33][CH:32]=[CH:31][C:30]=3[C:35]#[N:36])=[CH:25][CH:24]=2)[C:11](=[O:21])[C:12]=1[CH2:13][CH2:14][C:15]1[CH:20]=[CH:19][CH:18]=[CH:17][CH:16]=1)(=O)=O.C1(P(C2C=CC=CC=2)C2C=CC=CC=2)C=CC=CC=1.C(N(CCCC)CCCC)CCC.CN(C)C=O. The catalyst is C(OCC)(=O)C.C([O-])(=O)C.[Pd+2].C([O-])(=O)C.C(O)=O. The product is [CH2:40]([C:38]1[S:37][C:9]2[N:10]([CH2:22][C:23]3[CH:24]=[CH:25][C:26]([C:29]4[C:30]([C:35]#[N:36])=[CH:31][CH:32]=[CH:33][CH:34]=4)=[CH:27][CH:28]=3)[C:11](=[O:21])[C:12]([CH2:13][CH2:14][C:15]3[CH:20]=[CH:19][CH:18]=[CH:17][CH:16]=3)=[CH:7][C:8]=2[CH:39]=1)[CH3:41]. The yield is 0.450. (2) The reactants are [C:1]1([CH2:7][N:8]([CH2:22][C:23]2[CH:28]=[CH:27][CH:26]=[CH:25][CH:24]=2)[CH:9]2[CH:14]3[CH:10]2[CH2:11][N:12](C(OC(C)(C)C)=O)[CH2:13]3)[CH:6]=[CH:5][CH:4]=[CH:3][CH:2]=1.FC(F)(F)C(O)=O. The catalyst is C(Cl)Cl. The product is [C:23]1([CH2:22][N:8]([CH2:7][C:1]2[CH:6]=[CH:5][CH:4]=[CH:3][CH:2]=2)[CH:9]2[CH:14]3[CH:10]2[CH2:11][NH:12][CH2:13]3)[CH:24]=[CH:25][CH:26]=[CH:27][CH:28]=1. The yield is 0.990. (3) The reactants are [O:1]=[C:2]([N:9]([N:16]1[CH2:21][CH2:20][O:19][CH2:18][C:17]1=O)[C:10]1[CH:15]=[CH:14][CH:13]=[CH:12][CH:11]=1)[CH2:3][C:4]([O:6][CH2:7][CH3:8])=[O:5]. The catalyst is C1CCN2C(=NCCC2)CC1. The product is [O:1]=[C:2]1[C:3]([C:4]([O:6][CH2:7][CH3:8])=[O:5])=[C:17]2[CH2:18][O:19][CH2:20][CH2:21][N:16]2[N:9]1[C:10]1[CH:15]=[CH:14][CH:13]=[CH:12][CH:11]=1. The yield is 0.930. (4) The reactants are [CH2:1]([CH:4]1[C:8](=O)[CH2:7][N:6]([C:10]([O:12][C:13]([CH3:16])([CH3:15])[CH3:14])=[O:11])[CH2:5]1)[CH:2]=[CH2:3].[F:17][C:18]([F:23])([F:22])[C:19]([O-])=[O:20].[NH4+:24].[N+:25]([C:28]1[CH:33]=[CH:32][CH:31]=[CH:30][C:29]=1[N+:34]#[C-])([O-:27])=[O:26].FC(F)(F)[CH2:38][OH:39]. The catalyst is C(OCC)(=O)C. The product is [CH2:1]([CH:4]1[CH2:5][N:6]([C:10]([O:12][C:13]([CH3:16])([CH3:15])[CH3:14])=[O:11])[CH2:7][C:8]1([C:38](=[O:39])[NH:34][C:29]1[CH:30]=[CH:31][CH:32]=[CH:33][C:28]=1[N+:25]([O-:27])=[O:26])[NH:24][C:19](=[O:20])[C:18]([F:23])([F:22])[F:17])[CH:2]=[CH2:3]. The yield is 0.510.